This data is from Forward reaction prediction with 1.9M reactions from USPTO patents (1976-2016). The task is: Predict the product of the given reaction. (1) Given the reactants [H-].[Na+].[Br:3][C:4]1[CH:9]=[CH:8][C:7]([CH2:10][C:11]#N)=[C:6]([Cl:13])[CH:5]=1.[CH3:14]I.C[N:17]([CH:19]=O)C, predict the reaction product. The product is: [Br:3][C:4]1[CH:9]=[CH:8][C:7]([C:10]([CH3:14])([CH3:11])[C:19]#[N:17])=[C:6]([Cl:13])[CH:5]=1. (2) Given the reactants [CH3:1][C:2]([CH2:4][C:5]1[O:11][C:10]2[CH:12]=[C:13]3[C:20]([C:21]4[C:30]5[C:25](=[C:26]([OH:40])[C:27]6[C:34](=[O:35])[CH:33]=[C:32]([CH2:36]C(C)=O)[O:31][C:28]=6[CH:29]=5)[C:24]([OH:41])=[CH:23][C:22]=4[OH:42])=[C:19]([OH:43])[CH:18]=[C:17]([OH:44])[C:14]3=[C:15]([OH:16])[C:9]=2[C:7](=[O:8])[CH:6]=1)=[O:3].C1(C)C=CC(S(O)(=O)=O)=CC=1.CNC1C=CC=CC=1.C=O.Cl, predict the reaction product. The product is: [CH3:36][C:32]1[O:31][C:28]2[CH:29]=[C:30]3[C:21]([C:20]4[C:13]5[C:14](=[C:15]([OH:16])[C:9]6[C:7](=[O:8])[CH:6]=[C:5]([CH2:4][C:2]([CH3:1])=[O:3])[O:11][C:10]=6[CH:12]=5)[C:17]([OH:44])=[CH:18][C:19]=4[OH:43])=[C:22]([OH:42])[CH:23]=[C:24]([OH:41])[C:25]3=[C:26]([OH:40])[C:27]=2[C:34](=[O:35])[CH:33]=1. (3) The product is: [C:44]([O:43][C:42]([NH:41][C@H:36]1[CH2:37][CH2:38][CH2:39][CH2:40][C@H:35]1[NH:34][C:24]1[N:29]=[C:28]([NH:1][C:2]2[CH:3]=[C:4]([N:8]3[N:12]=[CH:11][CH:10]=[N+:9]3[O-:13])[CH:5]=[CH:6][CH:7]=2)[C:27]([C:31](=[O:32])[NH2:33])=[CH:26][N:25]=1)=[O:48])([CH3:47])([CH3:45])[CH3:46]. Given the reactants [NH2:1][C:2]1[CH:3]=[C:4]([N:8]2[N:12]=[CH:11][CH:10]=[N+:9]2[O-:13])[CH:5]=[CH:6][CH:7]=1.CCN(C(C)C)C(C)C.Cl[C:24]1[N:29]=[C:28](Cl)[C:27]([C:31]([NH2:33])=[O:32])=[CH:26][N:25]=1.[NH2:34][C@@H:35]1[CH2:40][CH2:39][CH2:38][CH2:37][C@@H:36]1[NH:41][C:42](=[O:48])[O:43][C:44]([CH3:47])([CH3:46])[CH3:45], predict the reaction product. (4) Given the reactants C(=O)(OC(C)(C)C)N.[CH3:9][O:10][C:11]([C:13]1[CH:18]=[CH:17][C:16]([C:19]2([NH:22][C:23]([C@H:25]3[CH2:31][CH2:30][CH:29]4[CH:27]([CH2:28]4)[N:26]3C(OC(C)(C)C)=O)=[O:24])[CH2:21][CH2:20]2)=[CH:15][CH:14]=1)=[O:12], predict the reaction product. The product is: [CH:27]12[CH2:28][CH:29]1[CH2:30][CH2:31][C@H:25]([C:23]([NH:22][C:19]1([C:16]3[CH:15]=[CH:14][C:13]([C:11]([O:10][CH3:9])=[O:12])=[CH:18][CH:17]=3)[CH2:20][CH2:21]1)=[O:24])[NH:26]2. (5) Given the reactants Cl.[CH3:2][C:3]1[CH:4]=[CH:5][C:6]([C:10](Cl)=[O:11])=[N:7][C:8]=1[CH3:9].[CH2:13]([O:15][C:16](=[O:26])[CH:17]=[CH:18][NH:19][C:20]1[CH:25]=[CH:24][CH:23]=[CH:22][CH:21]=1)[CH3:14].[H-].[Na+].O1CCCC1, predict the reaction product. The product is: [CH2:13]([O:15][C:16](=[O:26])[C:17]([C:10]([C:6]1[CH:5]=[CH:4][C:3]([CH3:2])=[C:8]([CH3:9])[N:7]=1)=[O:11])=[CH:18][NH:19][C:20]1[CH:25]=[CH:24][CH:23]=[CH:22][CH:21]=1)[CH3:14]. (6) Given the reactants [F:1][C:2]1[CH:7]=[C:6](B2OC(C)(C)C(C)(C)O2)[C:5]([F:17])=[CH:4][C:3]=1[C:18](=[O:20])[CH3:19].Br[C:22]1[CH:27]=[CH:26][C:25]([F:28])=[CH:24][N:23]=1.C(=O)([O-])[O-].[Na+].[Na+], predict the reaction product. The product is: [F:1][C:2]1[CH:7]=[C:6]([C:22]2[CH:27]=[CH:26][C:25]([F:28])=[CH:24][N:23]=2)[C:5]([F:17])=[CH:4][C:3]=1[C:18](=[O:20])[CH3:19].